From a dataset of NCI-60 drug combinations with 297,098 pairs across 59 cell lines. Regression. Given two drug SMILES strings and cell line genomic features, predict the synergy score measuring deviation from expected non-interaction effect. (1) Drug 1: C#CCC(CC1=CN=C2C(=N1)C(=NC(=N2)N)N)C3=CC=C(C=C3)C(=O)NC(CCC(=O)O)C(=O)O. Drug 2: B(C(CC(C)C)NC(=O)C(CC1=CC=CC=C1)NC(=O)C2=NC=CN=C2)(O)O. Cell line: HS 578T. Synergy scores: CSS=53.8, Synergy_ZIP=-1.04, Synergy_Bliss=-4.21, Synergy_Loewe=-3.32, Synergy_HSA=-4.46. (2) Drug 1: C1=CC(=CC=C1C#N)C(C2=CC=C(C=C2)C#N)N3C=NC=N3. Drug 2: CN(C(=O)NC(C=O)C(C(C(CO)O)O)O)N=O. Cell line: A498. Synergy scores: CSS=2.17, Synergy_ZIP=-1.08, Synergy_Bliss=-2.31, Synergy_Loewe=0.341, Synergy_HSA=-1.48.